The task is: Predict the reactants needed to synthesize the given product.. This data is from Full USPTO retrosynthesis dataset with 1.9M reactions from patents (1976-2016). (1) Given the product [S:19]1[CH:20]=[CH:21][C:22]2[C:14]([N:11]3[CH2:12][CH2:13][NH:8][CH2:9][CH2:10]3)=[CH:15][CH:16]=[CH:17][C:18]1=2, predict the reactants needed to synthesize it. The reactants are: C(OC([N:8]1[CH2:13][CH2:12][N:11]([C:14]2[C:22]3[CH:21]=[C:20](C(O)=O)[S:19][C:18]=3[CH:17]=[CH:16][CH:15]=2)[CH2:10][CH2:9]1)=O)(C)(C)C. (2) Given the product [C:1]([N:4]([C:29]1[CH:30]=[CH:31][C:32]([Cl:35])=[CH:33][CH:34]=1)[C@H:5]1[C:14]2[C:9](=[CH:10][CH:11]=[CH:12][CH:13]=2)[N:8]([C:15]([C:17]2[CH:22]=[CH:21][C:20]([CH2:23][CH2:24][C:25]([OH:27])=[O:26])=[CH:19][CH:18]=2)=[O:16])[C@@H:7]([CH3:28])[CH2:6]1)(=[O:3])[CH3:2], predict the reactants needed to synthesize it. The reactants are: [C:1]([N:4]([C:29]1[CH:34]=[CH:33][C:32]([Cl:35])=[CH:31][CH:30]=1)[C@H:5]1[C:14]2[C:9](=[CH:10][CH:11]=[CH:12][CH:13]=2)[N:8]([C:15]([C:17]2[CH:22]=[CH:21][C:20]([CH:23]=[CH:24][C:25]([OH:27])=[O:26])=[CH:19][CH:18]=2)=[O:16])[C@@H:7]([CH3:28])[CH2:6]1)(=[O:3])[CH3:2]. (3) Given the product [CH:25]([NH:24][C:22]([C:18]1[CH:17]=[C:16]([O:35][C:32]2[CH:33]=[CH:34][C:29]([NH2:28])=[CH:30][CH:31]=2)[CH:21]=[CH:20][N:19]=1)=[O:23])([CH3:27])[CH3:26], predict the reactants needed to synthesize it. The reactants are: ClC1C=CN=C(C(Cl)=O)C=1.C(N)(C)C.Cl[C:16]1[CH:21]=[CH:20][N:19]=[C:18]([C:22]([NH:24][CH:25]([CH3:27])[CH3:26])=[O:23])[CH:17]=1.[NH2:28][C:29]1[CH:34]=[CH:33][C:32]([OH:35])=[CH:31][CH:30]=1. (4) Given the product [C:12]([NH:1][C:2]1[CH:3]=[C:4]([CH:8]=[CH:9][C:10]=1[CH3:11])[C:5]([OH:7])=[O:6])(=[O:14])[CH3:13], predict the reactants needed to synthesize it. The reactants are: [NH2:1][C:2]1[CH:3]=[C:4]([CH:8]=[CH:9][C:10]=1[CH3:11])[C:5]([OH:7])=[O:6].[C:12](OC(=O)C)(=[O:14])[CH3:13]. (5) Given the product [CH3:15][CH:14]([CH3:16])[CH2:13][C@H:12]([NH:17][C:18]([C:20]1[O:28][C:27]2[C:22](=[N:23][CH:24]=[CH:25][CH:26]=2)[CH:21]=1)=[O:19])[C:10](=[O:11])[NH:9][C@H:8]1[CH2:7][CH2:6][C@@H:5]([CH3:29])[N:4]([S:30]([C:33]2[CH:38]=[CH:37][CH:36]=[CH:35][N:34]=2)(=[O:32])=[O:31])[CH2:3][C:2]1=[O:1], predict the reactants needed to synthesize it. The reactants are: [OH:1][C@@H:2]1[C@@H:8]([NH:9][C:10]([C@@H:12]([NH:17][C:18]([C:20]2[O:28][C:27]3[C:22](=[N:23][CH:24]=[CH:25][CH:26]=3)[CH:21]=2)=[O:19])[CH2:13][CH:14]([CH3:16])[CH3:15])=[O:11])[CH2:7][CH2:6][C@@H:5]([CH3:29])[N:4]([S:30]([C:33]2[CH:38]=[CH:37][CH:36]=[CH:35][N:34]=2)(=[O:32])=[O:31])[CH2:3]1.C(N(CC)CC)C. (6) The reactants are: [Cl:1][C:2]1[CH:3]=[C:4]([N:11]([S:15]([C:18]2[CH:23]=[CH:22][C:21]([Cl:24])=[C:20]([C:25]([F:28])([F:27])[F:26])[CH:19]=2)(=[O:17])=[O:16])[CH2:12][O:13][CH3:14])[C:5]([C:8](Cl)=[O:9])=[N:6][CH:7]=1.[C:29]([O:33][C:34]([N:36]1[CH:40]=[CH:39][C:38]([NH:41][CH:42]([CH3:44])[CH3:43])=[N:37]1)=[O:35])([CH3:32])([CH3:31])[CH3:30]. Given the product [C:29]([O:33][C:34]([N:36]1[CH:40]=[CH:39][C:38]([N:41]([C:8]([C:5]2[C:4]([N:11]([S:15]([C:18]3[CH:23]=[CH:22][C:21]([Cl:24])=[C:20]([C:25]([F:26])([F:28])[F:27])[CH:19]=3)(=[O:17])=[O:16])[CH2:12][O:13][CH3:14])=[CH:3][C:2]([Cl:1])=[CH:7][N:6]=2)=[O:9])[CH:42]([CH3:44])[CH3:43])=[N:37]1)=[O:35])([CH3:32])([CH3:31])[CH3:30], predict the reactants needed to synthesize it.